Dataset: Full USPTO retrosynthesis dataset with 1.9M reactions from patents (1976-2016). Task: Predict the reactants needed to synthesize the given product. (1) Given the product [Cl:2][C:3]1[CH:30]=[C:29]([Cl:31])[CH:28]=[CH:27][C:4]=1[CH2:5][O:6][C:7]1[CH:26]=[CH:25][C:10]2[C:11]([OH:21])=[C:12]([C:14]([NH:16][CH2:17][CH2:18][O:19][CH3:20])=[O:15])[S:13][C:9]=2[CH:8]=1, predict the reactants needed to synthesize it. The reactants are: Cl.[Cl:2][C:3]1[CH:30]=[C:29]([Cl:31])[CH:28]=[CH:27][C:4]=1[CH2:5][O:6][C:7]1[CH:26]=[CH:25][C:10]2[C:11]([O:21]COC)=[C:12]([C:14]([NH:16][CH2:17][CH2:18][O:19][CH3:20])=[O:15])[S:13][C:9]=2[CH:8]=1.C([O-])(O)=O.[Na+]. (2) Given the product [CH2:1]([O:8][C:9]1[CH:14]=[CH:13][C:12]([C:15]2[C@H:16]([O:29][Si:44]([CH:51]([CH3:53])[CH3:52])([CH:48]([CH3:50])[CH3:49])[CH:45]([CH3:47])[CH3:46])[CH2:17][N:18]([C@@H:21]([C:23]3[CH:28]=[CH:27][CH:26]=[CH:25][CH:24]=3)[CH3:22])[CH2:19][CH:20]=2)=[CH:11][CH:10]=1)[C:2]1[CH:3]=[CH:4][CH:5]=[CH:6][CH:7]=1, predict the reactants needed to synthesize it. The reactants are: [CH2:1]([O:8][C:9]1[CH:14]=[CH:13][C:12]([C:15]2[C@H:16]([OH:29])[CH2:17][N:18]([C@@H:21]([C:23]3[CH:28]=[CH:27][CH:26]=[CH:25][CH:24]=3)[CH3:22])[CH2:19][CH:20]=2)=[CH:11][CH:10]=1)[C:2]1[CH:7]=[CH:6][CH:5]=[CH:4][CH:3]=1.N1C(C)=CC=CC=1C.FC(F)(F)S(O[Si:44]([CH:51]([CH3:53])[CH3:52])([CH:48]([CH3:50])[CH3:49])[CH:45]([CH3:47])[CH3:46])(=O)=O.O. (3) Given the product [Br:1][C:2]1[CH:7]=[CH:6][C:5]([O:16][C:10]2[CH:15]=[CH:14][CH:13]=[CH:12][CH:11]=2)=[CH:4][C:3]=1[O:20][C:17]1[CH:6]=[CH:7][CH:2]=[CH:3][CH:4]=1, predict the reactants needed to synthesize it. The reactants are: [Br:1][C:2]1[CH:7]=[CH:6][C:5](F)=[CH:4][C:3]=1F.[C:10]1([OH:16])[CH:15]=[CH:14][CH:13]=[CH:12][CH:11]=1.[C:17](=[O:20])([O-])[O-].[K+].[K+]. (4) Given the product [F:10][C:11]1[CH:16]=[CH:15][C:14]([C:17]2[CH:22]=[CH:21][CH:20]=[C:19]([C@H:23]3[CH2:27][C:26]4([CH2:32][CH2:31][N:30]([C:33]([NH:7][C:6]5[N:2]([CH3:1])[N:3]=[N:4][N:5]=5)=[O:34])[CH2:29][CH2:28]4)[O:25][CH2:24]3)[CH:18]=2)=[CH:13][CH:12]=1, predict the reactants needed to synthesize it. The reactants are: [CH3:1][N:2]1[C:6]([NH2:7])=[N:5][N:4]=[N:3]1.[H-].[Na+].[F:10][C:11]1[CH:16]=[CH:15][C:14]([C:17]2[CH:22]=[CH:21][CH:20]=[C:19]([C@H:23]3[CH2:27][C:26]4([CH2:32][CH2:31][N:30]([C:33](OC5C=CC([N+]([O-])=O)=CC=5)=[O:34])[CH2:29][CH2:28]4)[O:25][CH2:24]3)[CH:18]=2)=[CH:13][CH:12]=1. (5) Given the product [F:33][C:34]1[CH:39]=[C:38]([F:40])[CH:37]=[CH:36][C:35]=1[O:41][C:2]1[CH:7]=[CH:6][C:5]([S:8]([CH3:11])(=[O:10])=[O:9])=[CH:4][C:3]=1[C:12]1[C:13]2[CH:22]=[CH:21][NH:20][C:14]=2[C:15](=[O:19])[N:16]([CH3:18])[CH:17]=1, predict the reactants needed to synthesize it. The reactants are: F[C:2]1[CH:7]=[CH:6][C:5]([S:8]([CH3:11])(=[O:10])=[O:9])=[CH:4][C:3]=1[C:12]1[C:13]2[CH:22]=[CH:21][N:20](S(C3C=CC(C)=CC=3)(=O)=O)[C:14]=2[C:15](=[O:19])[N:16]([CH3:18])[CH:17]=1.[F:33][C:34]1[CH:39]=[C:38]([F:40])[CH:37]=[CH:36][C:35]=1[OH:41].C(=O)([O-])[O-].[Cs+].[Cs+].